Dataset: NCI-60 drug combinations with 297,098 pairs across 59 cell lines. Task: Regression. Given two drug SMILES strings and cell line genomic features, predict the synergy score measuring deviation from expected non-interaction effect. Drug 1: C1CCC(CC1)NC(=O)N(CCCl)N=O. Drug 2: CN(C)N=NC1=C(NC=N1)C(=O)N. Cell line: HCT-15. Synergy scores: CSS=20.4, Synergy_ZIP=-7.62, Synergy_Bliss=-2.59, Synergy_Loewe=-8.21, Synergy_HSA=-4.04.